From a dataset of Full USPTO retrosynthesis dataset with 1.9M reactions from patents (1976-2016). Predict the reactants needed to synthesize the given product. (1) Given the product [CH2:1]([N:8]1[C:13](=[O:14])[CH:12]=[CH:11][C:10]([C:15]([F:22])([F:21])[C:16]([OH:18])=[O:17])=[CH:9]1)[C:2]1[CH:3]=[CH:4][CH:5]=[CH:6][CH:7]=1, predict the reactants needed to synthesize it. The reactants are: [CH2:1]([N:8]1[C:13](=[O:14])[CH:12]=[CH:11][C:10]([C:15]([F:22])([F:21])[C:16]([O:18]CC)=[O:17])=[CH:9]1)[C:2]1[CH:7]=[CH:6][CH:5]=[CH:4][CH:3]=1.CO.O.O.[OH-].[Li+]. (2) Given the product [ClH:1].[Cl:19][C:20]1[CH:21]=[C:22]([C:26]2[CH2:31][CH2:30][N:29]([CH2:2][CH2:3][CH2:4][CH2:5][C:6]3([CH2:17][CH3:18])[C:14]4[C:9](=[CH:10][C:11]([F:15])=[CH:12][CH:13]=4)[NH:8][C:7]3=[O:16])[CH2:28][CH:27]=2)[CH:23]=[CH:24][CH:25]=1, predict the reactants needed to synthesize it. The reactants are: [Cl:1][CH2:2][CH2:3][CH2:4][CH2:5][C:6]1([CH2:17][CH3:18])[C:14]2[C:9](=[CH:10][C:11]([F:15])=[CH:12][CH:13]=2)[NH:8][C:7]1=[O:16].[Cl:19][C:20]1[CH:21]=[C:22]([C:26]2[CH2:27][CH2:28][NH:29][CH2:30][CH:31]=2)[CH:23]=[CH:24][CH:25]=1.